From a dataset of Full USPTO retrosynthesis dataset with 1.9M reactions from patents (1976-2016). Predict the reactants needed to synthesize the given product. (1) Given the product [Cl:1][C:2]1[N:7]=[C:6]2[CH:8]=[C:9]([C:11]([O:13][CH3:19])=[O:12])[NH:10][C:5]2=[CH:4][CH:3]=1, predict the reactants needed to synthesize it. The reactants are: [Cl:1][C:2]1[N:7]=[C:6]2[CH:8]=[C:9]([C:11]([OH:13])=[O:12])[NH:10][C:5]2=[CH:4][CH:3]=1.S(=O)(=O)(O)O.[CH3:19]O. (2) Given the product [F:13][C:7]1[CH:8]=[C:9]2[C:4](=[CH:5][CH:6]=1)[N:3]=[C:2]([NH:14][C@H:15]1[CH2:19][CH2:18][C@H:17]([NH:20][C:21](=[O:27])[O:22][C:23]([CH3:25])([CH3:24])[CH3:26])[CH2:16]1)[CH:11]=[C:10]2[CH3:12], predict the reactants needed to synthesize it. The reactants are: Cl[C:2]1[CH:11]=[C:10]([CH3:12])[C:9]2[C:4](=[CH:5][CH:6]=[C:7]([F:13])[CH:8]=2)[N:3]=1.[NH2:14][C@H:15]1[CH2:19][CH2:18][C@H:17]([NH:20][C:21](=[O:27])[O:22][C:23]([CH3:26])([CH3:25])[CH3:24])[CH2:16]1.C([O-])([O-])=O.[Cs+].[Cs+].C1C=CC(P(C2C(C3C(P(C4C=CC=CC=4)C4C=CC=CC=4)=CC=C4C=3C=CC=C4)=C3C(C=CC=C3)=CC=2)C2C=CC=CC=2)=CC=1. (3) Given the product [CH:21]([N:17]1[C:18]([CH3:20])=[CH:19][C:15]([CH2:14][N:4]2[C:5]3[C:10](=[C:9]([N+:11]([O-:13])=[O:12])[CH:8]=[CH:7][CH:6]=3)[C:2]([CH3:24])=[N:3]2)=[N:16]1)([CH3:23])[CH3:22], predict the reactants needed to synthesize it. The reactants are: Br[C:2]1[C:10]2[C:5](=[CH:6][CH:7]=[CH:8][C:9]=2[N+:11]([O-:13])=[O:12])[N:4]([CH2:14][C:15]2[CH:19]=[C:18]([CH3:20])[N:17]([CH:21]([CH3:23])[CH3:22])[N:16]=2)[N:3]=1.[C:24]([O-])([O-])=O.[K+].[K+].CB(O)O.C1(P(C2CCCCC2)C2C=CC=CC=2C2C(OC)=CC=C(S([O-])(=O)=O)C=2OC)CCCCC1.[Na+]. (4) The reactants are: [NH2:1][C:2]1[S:3][CH:4]=[CH:5][C:6]=1[C:7]#[N:8].[CH2:9]([O:12][C:13](OCCC)(OCCC)[O:14][CH2:15][CH2:16][CH3:17])[CH2:10][CH3:11]. Given the product [C:7]([C:6]1[CH:5]=[CH:4][S:3][C:2]=1[N:1]=[C:13]([O:14][CH2:15][CH2:16][CH3:17])[O:12][CH2:9][CH2:10][CH3:11])#[N:8], predict the reactants needed to synthesize it. (5) Given the product [Cl:1][C:2]1[CH:7]=[C:6]([NH2:8])[C:5]([C:11]2[CH:12]=[CH:13][CH:14]=[CH:15][CH:16]=2)=[C:4]([C:17]2[CH2:22][CH2:21][CH2:20][CH2:19][CH:18]=2)[CH:3]=1, predict the reactants needed to synthesize it. The reactants are: [Cl:1][C:2]1[CH:7]=[C:6]([N+:8]([O-])=O)[C:5]([C:11]2[CH:16]=[CH:15][CH:14]=[CH:13][CH:12]=2)=[C:4]([C:17]2[CH2:22][CH2:21][CH2:20][CH2:19][CH:18]=2)[CH:3]=1. (6) The reactants are: C(N(CC)CC)C.[Cl:8][CH2:9][CH2:10][CH2:11][C:12](Cl)=[O:13].[CH3:15][O:16][C:17]1[CH:18]=[C:19]2[C:24](=[C:25]3[CH2:29][C:28]([CH3:31])([CH3:30])[O:27][C:26]=13)[C:23]([C:32]1[CH:33]=[C:34]([NH2:38])[CH:35]=[CH:36][CH:37]=1)=[N:22][C:21]([CH3:40])([CH3:39])[CH2:20]2.[OH-].[Na+]. Given the product [Cl:8][CH2:9][CH2:10][CH2:11][C:12]([NH:38][C:34]1[CH:35]=[CH:36][CH:37]=[C:32]([C:23]2[C:24]3[C:19](=[CH:18][C:17]([O:16][CH3:15])=[C:26]4[O:27][C:28]([CH3:30])([CH3:31])[CH2:29][C:25]4=3)[CH2:20][C:21]([CH3:40])([CH3:39])[N:22]=2)[CH:33]=1)=[O:13], predict the reactants needed to synthesize it. (7) Given the product [CH3:22][C:17]1([CH3:21])[CH2:16][C:14]2[N:15]=[C:11]([N:7]3[C:6]4[CH:23]=[C:2]([O:1][C:25]5[S:26][C:27]([CH3:30])=[N:28][N:29]=5)[CH:3]=[CH:4][C:5]=4[O:10][CH2:9][CH2:8]3)[S:12][C:13]=2[C:19](=[O:20])[CH2:18]1, predict the reactants needed to synthesize it. The reactants are: [OH:1][C:2]1[CH:3]=[CH:4][C:5]2[O:10][CH2:9][CH2:8][N:7]([C:11]3[S:12][C:13]4[C:19](=[O:20])[CH2:18][C:17]([CH3:22])([CH3:21])[CH2:16][C:14]=4[N:15]=3)[C:6]=2[CH:23]=1.Br[C:25]1[S:26][C:27]([CH3:30])=[N:28][N:29]=1.C(=O)([O-])[O-].[K+].[K+]. (8) The reactants are: [CH3:1][O:2][CH2:3][CH2:4]Br.[CH3:6][O:7][C:8]1[CH:9]=[C:10]([NH:17][C@H:18]2[CH2:22][CH2:21][NH:20][CH2:19]2)[CH:11]=[CH:12][C:13]=1[N+:14]([O-:16])=[O:15].CCN(CC)CC. Given the product [CH3:6][O:7][C:8]1[CH:9]=[C:10]([NH:17][C@H:18]2[CH2:22][CH2:21][N:20]([CH2:4][CH2:3][O:2][CH3:1])[CH2:19]2)[CH:11]=[CH:12][C:13]=1[N+:14]([O-:16])=[O:15], predict the reactants needed to synthesize it.